This data is from Forward reaction prediction with 1.9M reactions from USPTO patents (1976-2016). The task is: Predict the product of the given reaction. (1) Given the reactants [CH2:1]([C:11]12[CH2:17][CH:14]([CH2:15][CH2:16]1)[CH:13]=[CH:12]2)[CH2:2][CH2:3][CH2:4][CH2:5][CH2:6][CH2:7][CH2:8][CH2:9][CH3:10].[CH:18]12[CH2:24][CH:21]([CH2:22][CH2:23]1)[CH:20]=[CH:19]2.[CH3:25][O:26][CH2:27][CH:28]1[O:30][CH2:29]1.[CH2:31]([C:39]12[CH2:45][CH:42]([CH2:43][CH2:44]1)[CH:41]=[CH:40]2)[CH2:32][C:33]1[CH:38]=[CH:37][CH:36]=[CH:35][CH:34]=1, predict the reaction product. The product is: [CH2:1]([C:11]12[CH2:17][CH:14]([CH2:15][CH2:16]1)[CH:13]=[CH:12]2)[CH2:2][CH2:3][CH2:4][CH2:5][CH2:6][CH2:7][CH2:8][CH2:9][CH3:10].[CH:18]12[CH2:24][CH:21]([CH2:22][CH2:23]1)[CH:20]=[CH:19]2.[CH3:25][O:26][CH2:27][CH:28]1[O:30][CH2:29]1.[CH2:31]([C:39]12[CH2:45][CH:42]([CH2:43][CH2:44]1)[CH:41]=[CH:40]2)[CH2:32][C:33]1[CH:38]=[CH:37][CH:36]=[CH:35][CH:34]=1. (2) Given the reactants [F:1][C:2]1[C:7]([F:8])=[CH:6][CH:5]=[C:4]([F:9])[N:3]=1.[N+:10]([O-])([OH:12])=[O:11].S(=O)(=O)(O)O, predict the reaction product. The product is: [F:1][C:2]1[C:7]([F:8])=[CH:6][C:5]([N+:10]([O-:12])=[O:11])=[C:4]([F:9])[N:3]=1. (3) Given the reactants [Cl:1][C:2]1[CH:6]=[C:5]([C:7]2[O:12][C:11](=[O:13])[C:10]3[CH:14]=[C:15]([C:19]#[N:20])[CH:16]=[C:17]([CH3:18])[C:9]=3[N:8]=2)[N:4]([C:21]2[C:26]([Cl:27])=[CH:25][CH:24]=[CH:23][N:22]=2)[N:3]=1.[CH3:28][NH2:29], predict the reaction product. The product is: [Cl:1][C:2]1[CH:6]=[C:5]([C:7]([NH:8][C:9]2[C:10]([C:11]([NH:29][CH3:28])=[O:13])=[CH:14][C:15]([C:19]#[N:20])=[CH:16][C:17]=2[CH3:18])=[O:12])[N:4]([C:21]2[C:26]([Cl:27])=[CH:25][CH:24]=[CH:23][N:22]=2)[N:3]=1. (4) Given the reactants [F:1][C:2]([F:14])([F:13])[C:3]([C:5]1[CH:10]=[CH:9][C:8]([F:11])=[CH:7][C:6]=1F)=[O:4].[Cl:15][C:16]1[CH:17]=[C:18]([CH:21]=[C:22]([Cl:24])[CH:23]=1)[CH2:19][NH2:20].C(N(CC)C(C)C)(C)C, predict the reaction product. The product is: [Cl:15][C:16]1[CH:17]=[C:18]([CH:21]=[C:22]([Cl:24])[CH:23]=1)[CH2:19][NH:20][C:6]1[CH:7]=[C:8]([F:11])[CH:9]=[CH:10][C:5]=1[C:3](=[O:4])[C:2]([F:14])([F:13])[F:1]. (5) Given the reactants [O:1]=[C:2]1[C:11]2[CH:10]=[CH:9][CH:8]=[CH:7][C:6]=2[C:5]2[CH2:12][O:13][CH:14]([CH:16]3[CH2:21][CH2:20][NH2+:19][CH2:18][CH2:17]3)[CH2:15][C:4]=2[NH:3]1.[O:22]1[CH2:27][CH2:26][CH:25]([C:28](Cl)=[O:29])[CH2:24][CH2:23]1.CCN(C(C)C)C(C)C.CN(C=O)C, predict the reaction product. The product is: [O:22]1[CH2:27][CH2:26][CH:25]([C:28]([N:19]2[CH2:20][CH2:21][CH:16]([CH:14]3[O:13][CH2:12][C:5]4[C:6]5[C:11](=[CH:10][CH:9]=[CH:8][CH:7]=5)[C:2](=[O:1])[NH:3][C:4]=4[CH2:15]3)[CH2:17][CH2:18]2)=[O:29])[CH2:24][CH2:23]1. (6) Given the reactants [CH:1]([NH:4][C:5]([N:7]1[CH2:12][CH2:11][CH:10]([CH2:13][N:14]2[CH2:19][CH2:18][C@H:17]([NH:20][C:21](=[O:32])[C:22]3[CH:27]=[C:26]([Cl:28])[C:25]([NH2:29])=[CH:24][C:23]=3[O:30][CH3:31])[C@H:16]([O:33][CH3:34])[CH2:15]2)[CH2:9][CH2:8]1)=[O:6])([CH3:3])[CH3:2].[C:35]([OH:42])(=[O:41])/[CH:36]=[CH:37]\[C:38]([OH:40])=[O:39], predict the reaction product. The product is: [C:35]([OH:42])(=[O:41])/[CH:36]=[CH:37]\[C:38]([OH:40])=[O:39].[CH:1]([NH:4][C:5]([N:7]1[CH2:12][CH2:11][CH:10]([CH2:13][N:14]2[CH2:19][CH2:18][C@H:17]([NH:20][C:21](=[O:32])[C:22]3[CH:27]=[C:26]([Cl:28])[C:25]([NH2:29])=[CH:24][C:23]=3[O:30][CH3:31])[C@H:16]([O:33][CH3:34])[CH2:15]2)[CH2:9][CH2:8]1)=[O:6])([CH3:3])[CH3:2]. (7) The product is: [OH:7][CH:5]1[N:4]([C:8]([O:10][CH2:11][C:12]2[CH:17]=[CH:16][CH:15]=[CH:14][CH:13]=2)=[O:9])[N:3]([CH2:18][C:19]#[CH:20])[C:2]([CH3:21])([CH3:1])[CH2:6]1. Given the reactants [CH3:1][C:2]1([CH3:21])[CH2:6][C:5](=[O:7])[N:4]([C:8]([O:10][CH2:11][C:12]2[CH:17]=[CH:16][CH:15]=[CH:14][CH:13]=2)=[O:9])[N:3]1[CH2:18][C:19]#[CH:20].[BH4-].[Na+].OS(O)(=O)=O, predict the reaction product. (8) Given the reactants [OH:1][C:2]1[C:3](=[O:13])[C:4]2[C:9]([C:10](=[O:12])[CH:11]=1)=[CH:8][CH:7]=[CH:6][CH:5]=2.[H-].[Li+].[H][H].[CH2:18](Br)[CH:19]=[CH:20][CH3:21].[Li+].[I-].Cl.[CH3:26]S(C)=O, predict the reaction product. The product is: [CH3:18][C:19]([CH3:26])=[CH:20][CH2:21][C:11]1[C:10](=[O:12])[C:9]2[CH:8]=[CH:7][CH:6]=[CH:5][C:4]=2[C:3](=[O:13])[C:2]=1[OH:1]. (9) Given the reactants [Br:1][C:2]1[CH:3]=[C:4]2[C:9](=[CH:10][CH:11]=1)[C:8](=[O:12])[NH:7][CH:6]=[CH:5]2.[H-].[Na+].[CH3:15][O:16][C:17]1[CH:24]=[CH:23][C:20]([CH2:21]Cl)=[CH:19][CH:18]=1, predict the reaction product. The product is: [Br:1][C:2]1[CH:3]=[C:4]2[C:9](=[CH:10][CH:11]=1)[C:8](=[O:12])[N:7]([CH2:21][C:20]1[CH:23]=[CH:24][C:17]([O:16][CH3:15])=[CH:18][CH:19]=1)[CH:6]=[CH:5]2. (10) Given the reactants [CH2:1]([O:3][C:4]([C:6]1[CH:7]=[N:8][N:9]([C:11]2[N:15](COCCOC)[C:14]3[CH:22]=[C:23]([Cl:28])[C:24]([Cl:27])=[C:25]([Br:26])[C:13]=3[N:12]=2)[CH:10]=1)=[O:5])[CH3:2].CCO.Cl, predict the reaction product. The product is: [CH2:1]([O:3][C:4]([C:6]1[CH:7]=[N:8][N:9]([C:11]2[NH:15][C:14]3[CH:22]=[C:23]([Cl:28])[C:24]([Cl:27])=[C:25]([Br:26])[C:13]=3[N:12]=2)[CH:10]=1)=[O:5])[CH3:2].